Dataset: Catalyst prediction with 721,799 reactions and 888 catalyst types from USPTO. Task: Predict which catalyst facilitates the given reaction. (1) Reactant: Cl.[CH3:2][O:3][C:4](=[O:18])[C@H:5]([CH2:7][C:8]1[CH:13]=[CH:12][C:11]([OH:14])=[C:10]([C:15](=[O:17])[CH3:16])[CH:9]=1)[NH2:6].[C:19]([O:23][C:24](O[C:24]([O:23][C:19]([CH3:22])([CH3:21])[CH3:20])=[O:25])=[O:25])([CH3:22])([CH3:21])[CH3:20].CCN(C(C)C)C(C)C.OS([O-])(=O)=O.[K+]. Product: [CH3:2][O:3][C:4](=[O:18])[C@@H:5]([NH:6][C:24]([O:23][C:19]([CH3:22])([CH3:21])[CH3:20])=[O:25])[CH2:7][C:8]1[CH:13]=[CH:12][C:11]([OH:14])=[C:10]([C:15](=[O:17])[CH3:16])[CH:9]=1. The catalyst class is: 3. (2) Reactant: [CH:1]1([C:7]2[CH:31]=[CH:30][C:10]([C:11]([N:13]3[C:19]4[CH:20]=[CH:21][CH:22]=[CH:23][C:18]=4[CH2:17][N:16]4[C:24]([C:27](=[O:29])[CH3:28])=[CH:25][CH:26]=[C:15]4[CH2:14]3)=[O:12])=[CH:9][CH:8]=2)[CH2:6][CH2:5][CH2:4][CH2:3][CH2:2]1.C(O[CH:37](N(C)C)[N:38]([CH3:40])[CH3:39])(C)(C)C. Product: [CH:1]1([C:7]2[CH:31]=[CH:30][C:10]([C:11]([N:13]3[C:19]4[CH:20]=[CH:21][CH:22]=[CH:23][C:18]=4[CH2:17][N:16]4[C:24]([C:27](=[O:29])/[CH:28]=[CH:37]/[N:38]([CH3:40])[CH3:39])=[CH:25][CH:26]=[C:15]4[CH2:14]3)=[O:12])=[CH:9][CH:8]=2)[CH2:2][CH2:3][CH2:4][CH2:5][CH2:6]1. The catalyst class is: 4. (3) Reactant: [F:1][C:2]1[CH:15]=[CH:14][CH:13]=[C:12]([F:16])[C:3]=1[C:4]([NH:6][C:7]1[CH:11]=[CH:10][NH:9][N:8]=1)=[O:5].C[Si]([N-][Si](C)(C)C)(C)C.[Li+].[C:27]1([CH2:33][O:34][C:35]2[CH:40]=[CH:39][C:38]([Cl:41])=[C:37]([CH2:42]Br)[CH:36]=2)[CH:32]=[CH:31][CH:30]=[CH:29][CH:28]=1. Product: [Cl:41][C:38]1[CH:39]=[CH:40][C:35]([O:34][CH2:33][C:27]2[CH:28]=[CH:29][CH:30]=[CH:31][CH:32]=2)=[CH:36][C:37]=1[CH2:42][N:9]1[CH:10]=[CH:11][C:7]([NH:6][C:4](=[O:5])[C:3]2[C:12]([F:16])=[CH:13][CH:14]=[CH:15][C:2]=2[F:1])=[N:8]1. The catalyst class is: 1.